From a dataset of Forward reaction prediction with 1.9M reactions from USPTO patents (1976-2016). Predict the product of the given reaction. (1) Given the reactants C(=O)([O-])[O-].[K+].[K+].CN(C)C=O.[OH:12][C:13]1[CH:14]=[CH:15][C:16]([C:19]([O:21][CH3:22])=[O:20])=[N:17][CH:18]=1.Cl[C:24]([F:29])([F:28])C([O-])=O.[Na+], predict the reaction product. The product is: [F:28][CH:24]([F:29])[O:12][C:13]1[CH:14]=[CH:15][C:16]([C:19]([O:21][CH3:22])=[O:20])=[N:17][CH:18]=1. (2) Given the reactants F[C:2]1[CH:7]=[CH:6][C:5]([NH:8][C:9](=[O:12])[O:10][CH3:11])=[CH:4][C:3]=1[N+:13]([O-:15])=[O:14].[CH:16]1([CH2:22][NH2:23])[CH2:21][CH2:20][CH2:19][CH2:18][CH2:17]1, predict the reaction product. The product is: [CH:16]1([CH2:22][NH:23][C:2]2[CH:7]=[CH:6][C:5]([NH:8][C:9](=[O:12])[O:10][CH3:11])=[CH:4][C:3]=2[N+:13]([O-:15])=[O:14])[CH2:21][CH2:20][CH2:19][CH2:18][CH2:17]1. (3) Given the reactants [NH2:1][C:2]1[CH:3]=[C:4]([CH2:8][C:9]([O:11][CH3:12])=[O:10])[CH:5]=[CH:6][CH:7]=1.N1C=CC=CC=1.[CH3:19][S:20](Cl)(=[O:22])=[O:21].C(=O)(O)[O-].[Na+], predict the reaction product. The product is: [CH3:19][S:20]([NH:1][C:2]1[CH:3]=[C:4]([CH2:8][C:9]([O:11][CH3:12])=[O:10])[CH:5]=[CH:6][CH:7]=1)(=[O:22])=[O:21]. (4) Given the reactants O1[C:5]2([CH2:9][CH2:8][N:7]([C@H:10]3[CH2:15][CH2:14][CH2:13][CH2:12][C@@H:11]3[O:16][CH2:17][CH2:18][C:19]3[C:24]([Cl:25])=[CH:23][CH:22]=[CH:21][C:20]=3[Cl:26])[CH2:6]2)[O:4]CC1.S([O-])(=O)(=O)C.O, predict the reaction product. The product is: [ClH:25].[O:4]=[C:5]1[CH2:9][CH2:8][N:7]([C@H:10]2[CH2:15][CH2:14][CH2:13][CH2:12][C@@H:11]2[O:16][CH2:17][CH2:18][C:19]2[C:24]([Cl:25])=[CH:23][CH:22]=[CH:21][C:20]=2[Cl:26])[CH2:6]1.